This data is from Merck oncology drug combination screen with 23,052 pairs across 39 cell lines. The task is: Regression. Given two drug SMILES strings and cell line genomic features, predict the synergy score measuring deviation from expected non-interaction effect. (1) Drug 1: C=CCn1c(=O)c2cnc(Nc3ccc(N4CCN(C)CC4)cc3)nc2n1-c1cccc(C(C)(C)O)n1. Drug 2: NC1(c2ccc(-c3nc4ccn5c(=O)[nH]nc5c4cc3-c3ccccc3)cc2)CCC1. Cell line: DLD1. Synergy scores: synergy=29.2. (2) Drug 1: NC1(c2ccc(-c3nc4ccn5c(=O)[nH]nc5c4cc3-c3ccccc3)cc2)CCC1. Drug 2: CCc1c2c(nc3ccc(O)cc13)-c1cc3c(c(=O)n1C2)COC(=O)C3(O)CC. Cell line: A2780. Synergy scores: synergy=17.5. (3) Drug 1: Nc1ccn(C2OC(CO)C(O)C2(F)F)c(=O)n1. Drug 2: NC(=O)c1cccc2cn(-c3ccc(C4CCCNC4)cc3)nc12. Cell line: UWB1289. Synergy scores: synergy=-12.0. (4) Drug 1: C=CCn1c(=O)c2cnc(Nc3ccc(N4CCN(C)CC4)cc3)nc2n1-c1cccc(C(C)(C)O)n1. Drug 2: NC(=O)c1cccc2cn(-c3ccc(C4CCCNC4)cc3)nc12. Cell line: UACC62. Synergy scores: synergy=21.8. (5) Drug 1: O=S1(=O)NC2(CN1CC(F)(F)F)C1CCC2Cc2cc(C=CCN3CCC(C(F)(F)F)CC3)ccc2C1. Drug 2: CN(Cc1cnc2nc(N)nc(N)c2n1)c1ccc(C(=O)NC(CCC(=O)O)C(=O)O)cc1. Cell line: ZR751. Synergy scores: synergy=-17.2. (6) Drug 1: Nc1ccn(C2OC(CO)C(O)C2(F)F)c(=O)n1. Drug 2: Cn1cc(-c2cnn3c(N)c(Br)c(C4CCCNC4)nc23)cn1. Cell line: LNCAP. Synergy scores: synergy=33.9. (7) Drug 1: CS(=O)(=O)CCNCc1ccc(-c2ccc3ncnc(Nc4ccc(OCc5cccc(F)c5)c(Cl)c4)c3c2)o1. Drug 2: CC(C)CC(NC(=O)C(Cc1ccccc1)NC(=O)c1cnccn1)B(O)O. Cell line: OVCAR3. Synergy scores: synergy=-8.08. (8) Drug 1: CN1C(=O)C=CC2(C)C3CCC4(C)C(NC(=O)OCC(F)(F)F)CCC4C3CCC12. Drug 2: NC1(c2ccc(-c3nc4ccn5c(=O)[nH]nc5c4cc3-c3ccccc3)cc2)CCC1. Cell line: COLO320DM. Synergy scores: synergy=19.6.